Dataset: Forward reaction prediction with 1.9M reactions from USPTO patents (1976-2016). Task: Predict the product of the given reaction. (1) Given the reactants [NH2:1][CH:2]([C:7]1[CH:12]=[C:11]([F:13])[CH:10]=[C:9]([Br:14])[CH:8]=1)[CH2:3][C:4]([OH:6])=[O:5].S(Cl)(Cl)=O.[CH3:19]O, predict the reaction product. The product is: [CH3:19][O:5][C:4](=[O:6])[CH2:3][CH:2]([NH2:1])[C:7]1[CH:12]=[C:11]([F:13])[CH:10]=[C:9]([Br:14])[CH:8]=1. (2) Given the reactants Br[C:2]1[CH:11]=[C:10]2[C:5]([CH:6]=[CH:7][C:8](=[O:20])[N:9]2[C:12]2[C:17]([Cl:18])=[CH:16][CH:15]=[CH:14][C:13]=2[Cl:19])=[C:4]([C:21]2[CH:26]=[CH:25][CH:24]=[CH:23][C:22]=2[Cl:27])[N:3]=1.[C:28]([N:32]1[CH2:37][CH2:36][CH:35]([OH:38])[CH2:34][CH2:33]1)([CH3:31])([CH3:30])[CH3:29].[H-].[Na+], predict the reaction product. The product is: [C:28]([N:32]1[CH2:37][CH2:36][CH:35]([O:38][C:2]2[CH:11]=[C:10]3[C:5]([CH:6]=[CH:7][C:8](=[O:20])[N:9]3[C:12]3[C:17]([Cl:18])=[CH:16][CH:15]=[CH:14][C:13]=3[Cl:19])=[C:4]([C:21]3[CH:26]=[CH:25][CH:24]=[CH:23][C:22]=3[Cl:27])[N:3]=2)[CH2:34][CH2:33]1)([CH3:31])([CH3:29])[CH3:30]. (3) Given the reactants [CH:1]([C:4]1[N:5]=[C:6](N)[S:7][CH:8]=1)([CH3:3])[CH3:2].[Cl-:10].C([N+]([O-])=O)(C)(C)C, predict the reaction product. The product is: [Cl:10][C:6]1[S:7][CH:8]=[C:4]([CH:1]([CH3:3])[CH3:2])[N:5]=1. (4) Given the reactants [CH3:1][N:2]1[C:10]2[C:9]([O:11][C:12]3[CH:18]=[CH:17][C:15]([NH2:16])=[CH:14][CH:13]=3)=[N:8][CH:7]=[N:6][C:5]=2[CH:4]=[CH:3]1.C(N(CC)CC)C.[F:26][C:27]1[CH:28]=[C:29]([N:33]=[C:34]=[O:35])[CH:30]=[CH:31][CH:32]=1, predict the reaction product. The product is: [F:26][C:27]1[CH:28]=[C:29]([NH:33][C:34]([NH:16][C:15]2[CH:17]=[CH:18][C:12]([O:11][C:9]3[C:10]4[N:2]([CH3:1])[CH:3]=[CH:4][C:5]=4[N:6]=[CH:7][N:8]=3)=[CH:13][CH:14]=2)=[O:35])[CH:30]=[CH:31][CH:32]=1. (5) Given the reactants CCN(C(C)C)C(C)C.CN(C(ON1N=NC2C=CC=CC1=2)=[N+](C)C)C.[B-](F)(F)(F)F.[SH:32][C:33]1[N:41]=[CH:40][CH:39]=[CH:38][C:34]=1[C:35]([OH:37])=O.[CH3:42][C:43]([CH3:48])([CH3:47])[CH2:44][CH2:45][NH2:46], predict the reaction product. The product is: [CH3:42][C:43]([CH3:48])([CH3:47])[CH2:44][CH2:45][NH:46][C:35](=[O:37])[C:34]1[CH:38]=[CH:39][CH:40]=[N:41][C:33]=1[SH:32]. (6) Given the reactants [N-:1]=[N+:2]=[N-:3].[Na+].[CH:5]([C:7]1[S:11][CH:10]=[C:9]([C:12]#[N:13])[CH:8]=1)=[O:6].O.Cl, predict the reaction product. The product is: [NH:1]1[C:12]([C:9]2[CH:8]=[C:7]([CH:5]=[O:6])[S:11][CH:10]=2)=[N:13][N:3]=[N:2]1.